Dataset: Reaction yield outcomes from USPTO patents with 853,638 reactions. Task: Predict the reaction yield, written as a fraction of the theoretical maximum amount of product (1.0 means a 100% yield; for example, 0.34 means a 34% yield). The reactants are [CH3:1][O:2][C:3]1[CH:16]=[CH:15][C:14]2[C:5](=[C:6]([NH2:17])[N:7]=[C:8]3[C:13]=2[CH:12]=[CH:11][CH:10]=[CH:9]3)[CH:4]=1.Cl[CH2:19][CH:20]=O.C(=O)(O)[O-].[Na+]. The catalyst is CC(O)C. The product is [CH3:1][O:2][C:3]1[CH:16]=[CH:15][C:14]2[C:13]3[CH:12]=[CH:11][CH:10]=[CH:9][C:8]=3[N:7]3[CH:19]=[CH:20][N:17]=[C:6]3[C:5]=2[CH:4]=1. The yield is 0.940.